This data is from Full USPTO retrosynthesis dataset with 1.9M reactions from patents (1976-2016). The task is: Predict the reactants needed to synthesize the given product. (1) The reactants are: [N:1]1([S:11]([C:14]2[CH:15]=[C:16]([N:20]3[C:29](=[O:30])[C:28]4[C:23](=[CH:24][CH:25]=[CH:26][C:27]=4[CH2:31][OH:32])[NH:22][C:21]3=[O:33])[CH:17]=[CH:18][CH:19]=2)(=[O:13])=[O:12])[C:10]2[C:5](=[CH:6][CH:7]=[CH:8][CH:9]=2)[CH2:4][CH2:3][CH2:2]1.CN(C=O)C. Given the product [N:1]1([S:11]([C:14]2[CH:15]=[C:16]([N:20]3[C:29](=[O:30])[C:28]4[C:27]([CH:31]=[O:32])=[CH:26][CH:25]=[CH:24][C:23]=4[NH:22][C:21]3=[O:33])[CH:17]=[CH:18][CH:19]=2)(=[O:13])=[O:12])[C:10]2[C:5](=[CH:6][CH:7]=[CH:8][CH:9]=2)[CH2:4][CH2:3][CH2:2]1, predict the reactants needed to synthesize it. (2) Given the product [Cl:1][C:2]1[N:7]=[C:6]([Cl:8])[CH:5]=[C:4]([CH:11]2[CH2:16][CH2:15][CH2:14][CH2:13][CH2:12]2)[N:3]=1, predict the reactants needed to synthesize it. The reactants are: [Cl:1][C:2]1[N:7]=[C:6]([Cl:8])[CH:5]=[C:4](Cl)[N:3]=1.[Br-].[CH:11]1([Zn+])[CH2:16][CH2:15][CH2:14][CH2:13][CH2:12]1. (3) Given the product [NH2:23][C:13]1[CH:14]=[CH:15][C:16]([C:18]2[S:19][CH:20]=[CH:21][CH:22]=2)=[CH:17][C:12]=1[NH:11][C:9](=[O:10])[C:8]1[CH:31]=[CH:32][C:5]([S:1](=[O:3])(=[O:4])[NH2:2])=[CH:6][CH:7]=1, predict the reactants needed to synthesize it. The reactants are: [S:1]([C:5]1[CH:32]=[CH:31][C:8]([C:9]([NH:11][C:12]2[CH:17]=[C:16]([C:18]3[S:19][CH:20]=[CH:21][CH:22]=3)[CH:15]=[CH:14][C:13]=2[NH:23]C(=O)OC(C)(C)C)=[O:10])=[CH:7][CH:6]=1)(=[O:4])(=[O:3])[NH2:2].C(O)(C(F)(F)F)=O. (4) Given the product [Br:19][C:16]1[CH:17]=[CH:18][C:13]([NH:9][C:8]2[CH:10]=[CH:11][C:5]([O:4][CH:1]([CH3:3])[CH3:2])=[CH:6][CH:7]=2)=[N:14][CH:15]=1, predict the reactants needed to synthesize it. The reactants are: [CH:1]([O:4][C:5]1[CH:11]=[CH:10][C:8]([NH2:9])=[CH:7][CH:6]=1)([CH3:3])[CH3:2].Br[C:13]1[CH:18]=[CH:17][C:16]([Br:19])=[CH:15][N:14]=1. (5) The reactants are: [C:1]([O:4][CH2:5][C:6]1[CH:11]=[C:10]([CH2:12][N:13]2[C:19](=[O:20])[C:18]3[C:21]([F:28])=[CH:22][C:23]([CH:25]4[CH2:27][CH2:26]4)=[CH:24][C:17]=3[O:16][CH2:15][CH2:14]2)[CH:9]=[CH:8][C:7]=1Br)(=[O:3])[CH3:2].[CH3:30][C:31]1([CH3:47])[C:35]([CH3:37])([CH3:36])[O:34][B:33]([B:33]2[O:34][C:35]([CH3:37])([CH3:36])[C:31]([CH3:47])([CH3:30])[O:32]2)[O:32]1.C(Cl)Cl.CC([O-])=O.[K+]. Given the product [C:1]([O:4][CH2:5][C:6]1[CH:11]=[C:10]([CH2:12][N:13]2[C:19](=[O:20])[C:18]3[C:21]([F:28])=[CH:22][C:23]([CH:25]4[CH2:27][CH2:26]4)=[CH:24][C:17]=3[O:16][CH2:15][CH2:14]2)[CH:9]=[CH:8][C:7]=1[B:33]1[O:34][C:35]([CH3:37])([CH3:36])[C:31]([CH3:47])([CH3:30])[O:32]1)(=[O:3])[CH3:2], predict the reactants needed to synthesize it. (6) Given the product [S:34]1[CH:38]=[CH:37][CH:36]=[C:35]1[CH2:23][C:24]1[O:28][N:27]=[C:26]([C:29]([O:31][CH2:32][CH3:33])=[O:30])[CH:25]=1, predict the reactants needed to synthesize it. The reactants are: C(=O)([O-])[O-].[Na+].[Na+].C1(C)C=CC=CC=1.C(OP(O[CH2:23][C:24]1[O:28][N:27]=[C:26]([C:29]([O:31][CH2:32][CH3:33])=[O:30])[CH:25]=1)(OCC)=O)C.[S:34]1[CH:38]=[CH:37][CH:36]=[C:35]1B(O)O. (7) Given the product [CH3:6][C:2]([C:7]1[CH:12]=[CH:11][C:10]([C:13]2[CH:14]=[N:15][CH:16]=[N:17][CH:18]=2)=[CH:9][CH:8]=1)([CH3:1])[C:3]([NH:22][CH2:21][CH:20]([CH3:19])[CH2:23][CH3:24])=[O:5], predict the reactants needed to synthesize it. The reactants are: [CH3:1][C:2]([C:7]1[CH:12]=[CH:11][C:10]([C:13]2[CH:14]=[N:15][CH:16]=[N:17][CH:18]=2)=[CH:9][CH:8]=1)([CH3:6])[C:3]([OH:5])=O.[CH3:19][CH:20]([CH2:23][CH3:24])[CH2:21][NH2:22].